Dataset: Reaction yield outcomes from USPTO patents with 853,638 reactions. Task: Predict the reaction yield, written as a fraction of the theoretical maximum amount of product (1.0 means a 100% yield; for example, 0.34 means a 34% yield). (1) The reactants are [CH3:1][O:2][CH2:3][CH2:4][O:5][CH2:6][CH2:7][O:8][C:9]1[CH:10]=[C:11]2[C:16](=[CH:17][CH:18]=1)[C:15](=O)[NH:14][CH:13]=[CH:12]2.P(Cl)(Cl)[Cl:21]. No catalyst specified. The product is [Cl:21][C:15]1[C:16]2[C:11](=[CH:10][C:9]([O:8][CH2:7][CH2:6][O:5][CH2:4][CH2:3][O:2][CH3:1])=[CH:18][CH:17]=2)[CH:12]=[CH:13][N:14]=1. The yield is 0.300. (2) The reactants are [CH3:1][O:2][C:3]1[CH:4]=[C:5]([CH:20]=[CH:21][C:22]=1[O:23][CH3:24])/[CH:6]=[N:7]/[NH:8][C:9](=[O:19])[CH:10]([O:17][CH3:18])[C:11]1[CH:16]=[CH:15][CH:14]=[CH:13][CH:12]=1.I[CH3:26].[H-].[Na+]. The product is [CH3:1][O:2][C:3]1[CH:4]=[C:5]([CH:20]=[CH:21][C:22]=1[O:23][CH3:24])/[CH:6]=[N:7]/[N:8]([CH3:26])[C:9](=[O:19])[CH:10]([O:17][CH3:18])[C:11]1[CH:16]=[CH:15][CH:14]=[CH:13][CH:12]=1. The catalyst is CN(C=O)C. The yield is 0.700. (3) The reactants are [CH3:1][SiH:2]([CH3:35])[O:3][CH:4]([C:29]([CH3:34])([CH3:33])[CH:30]([CH3:32])[CH3:31])[C@H:5]1[N:10]2[C:11]3[CH:12]=[CH:13][C:14]([O:18][CH:19]4[CH2:24][CH2:23][N:22]([CH:25]([CH3:27])[CH3:26])[CH2:21][CH2:20]4)=[CH:15][C:16]=3[CH:17]=[C:9]2[C:8](=[O:28])[NH:7][CH2:6]1.[H-].[Na+].Br[CH2:39][CH:40]1[CH2:42][CH2:41]1. No catalyst specified. The product is [CH:40]1([CH2:39][N:7]2[CH2:6][C@@H:5]([CH:4]([C:29]([CH3:33])([CH3:34])[CH:30]([CH3:31])[CH3:32])[O:3][SiH:2]([CH3:1])[CH3:35])[N:10]3[C:11]4[CH:12]=[CH:13][C:14]([O:18][CH:19]5[CH2:24][CH2:23][N:22]([CH:25]([CH3:26])[CH3:27])[CH2:21][CH2:20]5)=[CH:15][C:16]=4[CH:17]=[C:9]3[C:8]2=[O:28])[CH2:42][CH2:41]1. The yield is 0.380. (4) The reactants are C([NH:3][CH2:4][C:5]([OH:7])=O)C.Cl.C(=O)(O)[O-:10].[K+].[C:14]([O:17][CH:18]([CH3:20])C)(=[O:16])[CH3:15].[CH3:21][O:22][CH:23]([O:26][CH3:27])[CH2:24][NH2:25]. The catalyst is O. The yield is 0.870. The product is [CH3:21][O:22][CH:23]([O:26][CH3:27])[CH2:24][NH:25][C:5]([C:4]([NH:3][CH2:15][C:14]([O:17][CH2:18][CH3:20])=[O:16])=[O:10])=[O:7]. (5) The reactants are [S:1]1[CH:5]=[C:4]([NH:6][C:7](=[O:13])[O:8][C:9]([CH3:12])([CH3:11])[CH3:10])[N:3]=[CH:2]1.C[Si](C)(C)[N-][Si](C)(C)C.[Li+].[F:24][C:25]1[CH:30]=[C:29]([F:31])[C:28]([F:32])=[CH:27][C:26]=1[S:33](Cl)(=[O:35])=[O:34]. The catalyst is O1CCCC1. The product is [S:1]1[CH:5]=[C:4]([N:6]([S:33]([C:26]2[CH:27]=[C:28]([F:32])[C:29]([F:31])=[CH:30][C:25]=2[F:24])(=[O:35])=[O:34])[C:7](=[O:13])[O:8][C:9]([CH3:10])([CH3:12])[CH3:11])[N:3]=[CH:2]1. The yield is 0.640. (6) The reactants are [N:1]1([CH2:6][CH2:7][CH2:8][CH2:9][C:10]2[CH:15]=[CH:14][C:13]([OH:16])=[CH:12][CH:11]=2)[CH:5]=[CH:4][N:3]=[N:2]1.[H-].[Na+].Cl[CH2:20][C:21]1[CH:22]=[CH:23][C:24]([C:27]2[CH:32]=[CH:31][C:30]([Cl:33])=[CH:29][CH:28]=2)=[N:25][CH:26]=1.O. The catalyst is CN(C)C=O. The product is [Cl:33][C:30]1[CH:29]=[CH:28][C:27]([C:24]2[CH:23]=[CH:22][C:21]([CH2:20][O:16][C:13]3[CH:12]=[CH:11][C:10]([CH2:9][CH2:8][CH2:7][CH2:6][N:1]4[CH:5]=[CH:4][N:3]=[N:2]4)=[CH:15][CH:14]=3)=[CH:26][N:25]=2)=[CH:32][CH:31]=1. The yield is 0.690. (7) The reactants are [CH3:1][C:2]1[N:6]=[CH:5][NH:4][N:3]=1.F[C:8]1[CH:13]=[CH:12][C:11]([N+:14]([O-:16])=[O:15])=[CH:10][C:9]=1[F:17].C(=O)(O)[O-].[Na+].O. The catalyst is CS(C)=O. The product is [F:17][C:9]1[CH:10]=[C:11]([N+:14]([O-:16])=[O:15])[CH:12]=[CH:13][C:8]=1[N:4]1[CH:5]=[N:6][C:2]([CH3:1])=[N:3]1. The yield is 0.170.